This data is from Catalyst prediction with 721,799 reactions and 888 catalyst types from USPTO. The task is: Predict which catalyst facilitates the given reaction. (1) Reactant: [OH:1][C:2]1[CH:3]=[C:4]([CH:17]=[CH:18][C:19]=1[CH3:20])[C:5]([NH:7][C:8]1[CH:13]=[CH:12][CH:11]=[C:10]([CH:14]([CH3:16])[CH3:15])[CH:9]=1)=[O:6].C(=O)([O-])[O-].[Cs+].[Cs+].[CH2:27]([N:34]1[CH:38]=[C:37]([C:39]2[C:40](Cl)=[N:41][CH:42]=[CH:43][CH:44]=2)[CH:36]=[N:35]1)[C:28]1[CH:33]=[CH:32][CH:31]=[CH:30][CH:29]=1.C(O)(C(F)(F)F)=O. Product: [CH2:27]([N:34]1[CH:38]=[C:37]([C:39]2[C:40]([O:1][C:2]3[CH:3]=[C:4]([CH:17]=[CH:18][C:19]=3[CH3:20])[C:5]([NH:7][C:8]3[CH:13]=[CH:12][CH:11]=[C:10]([CH:14]([CH3:16])[CH3:15])[CH:9]=3)=[O:6])=[N:41][CH:42]=[CH:43][CH:44]=2)[CH:36]=[N:35]1)[C:28]1[CH:29]=[CH:30][CH:31]=[CH:32][CH:33]=1. The catalyst class is: 161. (2) Reactant: [N:1]1[CH:6]=[CH:5][CH:4]=[CH:3][C:2]=1[C@@:7]1([CH2:17][CH2:18][NH2:19])[CH2:16][C:11]2([CH2:15][CH2:14][CH2:13][CH2:12]2)[O:10][CH2:9][CH2:8]1.C(NCC[C@]1(C2C=CC(F)=CC=2)CC2(CCCC2)OCC1)C1C=CC=CC=1.Br[CH2:48][C:49]1[S:50][CH:51]=[CH:52][C:53]=1[CH2:54]Br.C([O-])([O-])=O.[K+].[K+]. Product: [S:50]1[C:49]2[CH2:48][N:19]([CH2:18][CH2:17][C@:7]3([C:2]4[CH:3]=[CH:4][CH:5]=[CH:6][N:1]=4)[CH2:16][C:11]4([CH2:15][CH2:14][CH2:13][CH2:12]4)[O:10][CH2:9][CH2:8]3)[CH2:54][C:53]=2[CH:52]=[CH:51]1. The catalyst class is: 10. (3) Reactant: [C:1]([NH:4][C:5]1[N:9]([C:10]2[CH:15]=[C:14]([S:16][CH2:17][C:18]([F:21])([F:20])[F:19])[C:13]([CH3:22])=[CH:12][C:11]=2[F:23])[N:8]=[C:7]([OH:24])[CH:6]=1)(=[O:3])[CH3:2].C(=O)([O-])[O-].[K+].[K+].FC(F)(C(F)(F)F)C(F)(F)C(S(O[CH2:41][C:42]([F:56])([F:55])[O:43][C:44]([F:54])([F:53])[C:45]([O:48][C:49]([F:52])([F:51])[F:50])([F:47])[F:46])(=O)=O)(F)F.O. Product: [C:1]([NH:4][C:5]1[N:9]([C:10]2[CH:15]=[C:14]([S:16][CH2:17][C:18]([F:19])([F:20])[F:21])[C:13]([CH3:22])=[CH:12][C:11]=2[F:23])[N:8]=[C:7]([O:24][CH2:41][C:42]([F:55])([F:56])[O:43][C:44]([F:53])([F:54])[C:45]([O:48][C:49]([F:50])([F:51])[F:52])([F:47])[F:46])[CH:6]=1)(=[O:3])[CH3:2]. The catalyst class is: 148.